This data is from Forward reaction prediction with 1.9M reactions from USPTO patents (1976-2016). The task is: Predict the product of the given reaction. (1) Given the reactants [Br:1][C:2]1[CH:3]=[CH:4][C:5]([CH2:8][OH:9])=[N:6][CH:7]=1.[H-].[Na+].[CH3:12]I, predict the reaction product. The product is: [Br:1][C:2]1[CH:3]=[CH:4][C:5]([CH2:8][O:9][CH3:12])=[N:6][CH:7]=1. (2) Given the reactants [H-].[Na+].[CH3:3][O:4][C:5]([C:7]1[NH:8][C:9]([Br:25])=[C:10]([C:18]2[CH:23]=[CH:22][C:21]([F:24])=[CH:20][CH:19]=2)[C:11]=1[C:12]1[CH:17]=[CH:16][N:15]=[CH:14][CH:13]=1)=[O:6].[CH3:26]I, predict the reaction product. The product is: [CH3:3][O:4][C:5]([C:7]1[N:8]([CH3:26])[C:9]([Br:25])=[C:10]([C:18]2[CH:23]=[CH:22][C:21]([F:24])=[CH:20][CH:19]=2)[C:11]=1[C:12]1[CH:13]=[CH:14][N:15]=[CH:16][CH:17]=1)=[O:6]. (3) Given the reactants [CH3:1][N:2]1[C:10]([CH:11]=O)=[N:9][C:8]2[C:3]1=[N:4][C:5]([N:19]1[C:23]3[CH:24]=[CH:25][CH:26]=[CH:27][C:22]=3[N:21]=[C:20]1[CH3:28])=[N:6][C:7]=2[N:13]1[CH2:18][CH2:17][O:16][CH2:15][CH2:14]1.[N:29]1[CH:34]=[CH:33][CH:32]=[CH:31][C:30]=1[CH2:35][CH2:36][NH2:37], predict the reaction product. The product is: [CH3:1][N:2]1[C:10]([CH2:11][NH:37][CH2:36][CH2:35][C:30]2[CH:31]=[CH:32][CH:33]=[CH:34][N:29]=2)=[N:9][C:8]2[C:3]1=[N:4][C:5]([N:19]1[C:23]3[CH:24]=[CH:25][CH:26]=[CH:27][C:22]=3[N:21]=[C:20]1[CH3:28])=[N:6][C:7]=2[N:13]1[CH2:14][CH2:15][O:16][CH2:17][CH2:18]1. (4) Given the reactants [Br:1][C:2]1[CH:3]=[C:4]([CH:8]=O)[CH:5]=[N:6][CH:7]=1.C(O[BH-](OC(=O)C)OC(=O)C)(=O)C.[Na+].[NH:24]1[CH2:28][CH2:27][CH2:26][CH2:25]1, predict the reaction product. The product is: [Br:1][C:2]1[CH:7]=[N:6][CH:5]=[C:4]([CH2:8][N:24]2[CH2:28][CH2:27][CH2:26][CH2:25]2)[CH:3]=1. (5) Given the reactants [Br:1][C:2]1[CH:3]=[C:4]([OH:11])[C:5]2[N:6]([N:8]=[CH:9][CH:10]=2)[CH:7]=1.[CH2:12](Br)[C:13]1[CH:18]=[CH:17][CH:16]=[CH:15][CH:14]=1.[H-].[Na+], predict the reaction product. The product is: [CH2:12]([O:11][C:4]1[C:5]2[N:6]([N:8]=[CH:9][CH:10]=2)[CH:7]=[C:2]([Br:1])[CH:3]=1)[C:13]1[CH:18]=[CH:17][CH:16]=[CH:15][CH:14]=1. (6) Given the reactants O.O.O.O.O.S(O)(O)(=O)=O.[CH:11]1[C:27]2[CH2:26][C@H:25]3[N:28]([CH2:30][CH2:31][C@@:17]45[C@H:24]3[CH:23]=[CH:22][C@H:20]([OH:21])[C@@H:18]4[O:19][C:15]([C:16]=25)=[C:13]([OH:14])[CH:12]=1)[CH3:29].C1C=CC(N[S:39]([C:42]([F:45])([F:44])[F:43])(=[O:41])=[O:40])=CC=1.C(N(CC)CC)C, predict the reaction product. The product is: [F:43][C:42]([F:45])([F:44])[S:39]([C:13]1([OH:14])[C:15]2[O:19][C@@H:18]3[C@@:17]45[CH2:31][CH2:30][N:28]([CH3:29])[C@@H:25]([C@@H:24]4[CH:23]=[CH:22][C@@H:20]3[OH:21])[CH2:26][C:27]([C:16]5=2)=[CH:11][CH2:12]1)(=[O:41])=[O:40]. (7) Given the reactants [C:1]1([CH2:7][O:8][C:9](=[O:23])[N:10]([CH2:12][C:13]2[NH:14][C:15]3[C:16]([N:22]=2)=[N:17][CH:18]=[C:19]([Br:21])[CH:20]=3)[CH3:11])[CH:6]=[CH:5][CH:4]=[CH:3][CH:2]=1.[H-].[Na+].[CH3:26][Si:27]([CH3:34])([CH3:33])[CH2:28][CH2:29][O:30][CH2:31]Cl, predict the reaction product. The product is: [C:1]1([CH2:7][O:8][C:9](=[O:23])[N:10]([CH2:12][C:13]2[N:22]([CH2:31][O:30][CH2:29][CH2:28][Si:27]([CH3:34])([CH3:33])[CH3:26])[C:16]3=[N:17][CH:18]=[C:19]([Br:21])[CH:20]=[C:15]3[N:14]=2)[CH3:11])[CH:6]=[CH:5][CH:4]=[CH:3][CH:2]=1. (8) The product is: [Cl:1][C:2]1[CH:3]=[C:4]([CH:18]=[CH:19][CH:20]=1)[CH2:5][NH:6][C:7]([C:9]1[CH:10]=[CH:11][C:12]2[C:16]([CH:17]=1)=[N:15][N:14]([CH2:28][CH2:29][C:30]1[S:34][CH:33]=[N:32][C:31]=1[CH3:35])[CH:13]=2)=[O:8]. Given the reactants [Cl:1][C:2]1[CH:3]=[C:4]([CH:18]=[CH:19][CH:20]=1)[CH2:5][NH:6][C:7]([C:9]1[CH:17]=[C:16]2[C:12]([CH:13]=[N:14][NH:15]2)=[CH:11][CH:10]=1)=[O:8].C(=O)([O-])[O-].[Cs+].[Cs+].Cl[CH2:28][CH2:29][C:30]1[S:34][CH:33]=[N:32][C:31]=1[CH3:35].[I-].[K+], predict the reaction product. (9) Given the reactants [Cl:1][C:2]1[CH:7]=[CH:6][CH:5]=[CH:4][C:3]=1[NH:8][C:9]1[NH:10][C:11]2[C:17]3[CH2:18][C:19]([CH3:22])([CH3:21])[O:20][C:16]=3[C:15]([C:23](O)=[O:24])=[CH:14][C:12]=2[N:13]=1.F[B-](F)(F)F.N1(OC(N(C)C)=[N+](C)C)C2C=CC=CC=2N=N1.CN(C=O)C.[Cl:53][C:54]1[CH:60]=[CH:59][C:57]([NH2:58])=[CH:56][CH:55]=1, predict the reaction product. The product is: [Cl:53][C:54]1[CH:60]=[CH:59][C:57]([NH:58][C:23]([C:15]2[C:16]3[O:20][C:19]([CH3:22])([CH3:21])[CH2:18][C:17]=3[C:11]3[NH:10][C:9]([NH:8][C:3]4[CH:4]=[CH:5][CH:6]=[CH:7][C:2]=4[Cl:1])=[N:13][C:12]=3[CH:14]=2)=[O:24])=[CH:56][CH:55]=1.